Dataset: Forward reaction prediction with 1.9M reactions from USPTO patents (1976-2016). Task: Predict the product of the given reaction. (1) Given the reactants [CH3:1][O:2][C:3]1[CH:8]=[CH:7][C:6]([N+:9]([O-])=O)=[CH:5][C:4]=1[CH3:12], predict the reaction product. The product is: [CH3:1][O:2][C:3]1[CH:8]=[CH:7][C:6]([NH2:9])=[CH:5][C:4]=1[CH3:12]. (2) Given the reactants [CH2:1]([O:8][C:9]([NH:11][C:12]1[C:20]2[C:15](=[N:16][C:17]([C:31]3[CH:36]=[CH:35][CH:34]=[C:33]([C:37]([F:40])([F:39])[F:38])[CH:32]=3)=[C:18]([C:21]3[CH:26]=[CH:25][N:24]=[C:23](S(C)(=O)=O)[N:22]=3)[CH:19]=2)[NH:14][N:13]=1)=[O:10])[C:2]1[CH:7]=[CH:6][CH:5]=[CH:4][CH:3]=1.[CH:41]1([CH2:44][NH2:45])[CH2:43][CH2:42]1, predict the reaction product. The product is: [CH:41]1([CH2:44][NH:45][C:23]2[N:22]=[C:21]([C:18]3[CH:19]=[C:20]4[C:12]([NH:11][C:9]([O:8][CH2:1][C:2]5[CH:7]=[CH:6][CH:5]=[CH:4][CH:3]=5)=[O:10])=[N:13][NH:14][C:15]4=[N:16][C:17]=3[C:31]3[CH:36]=[CH:35][CH:34]=[C:33]([C:37]([F:40])([F:39])[F:38])[CH:32]=3)[CH:26]=[CH:25][N:24]=2)[CH2:43][CH2:42]1. (3) Given the reactants [CH2:1]([O:8][C:9]1[CH:17]=[C:16]2[C:12]([CH:13]=[C:14](C(O)=O)[NH:15]2)=[C:11]([CH3:21])[CH:10]=1)[C:2]1[CH:7]=[CH:6][CH:5]=[CH:4][CH:3]=1, predict the reaction product. The product is: [CH2:1]([O:8][C:9]1[CH:17]=[C:16]2[C:12]([CH:13]=[CH:14][NH:15]2)=[C:11]([CH3:21])[CH:10]=1)[C:2]1[CH:3]=[CH:4][CH:5]=[CH:6][CH:7]=1. (4) Given the reactants NC1C2C(=CC=CC=2)C=CC=1.[F:12][C:13]1[CH:21]=[CH:20][CH:19]=[CH:18][C:14]=1[C:15](Cl)=[O:16].[C:22]1([O:28][CH3:29])[CH:27]=[CH:26][CH:25]=[CH:24][CH:23]=1.C(Cl)(=O)C1C=CC(OC)=CC=1, predict the reaction product. The product is: [F:12][C:13]1[CH:21]=[CH:20][CH:19]=[CH:18][C:14]=1[C:15]([C:25]1[CH:26]=[CH:27][C:22]([O:28][CH3:29])=[CH:23][CH:24]=1)=[O:16]. (5) The product is: [CH2:1]([N:8]([C:21]1[CH:22]=[CH:23][CH:24]=[CH:25][CH:26]=1)[C:9](=[O:20])[O:10][CH2:11][C:16]1[N:34]([CH2:27][C:28]2[CH:33]=[CH:32][CH:31]=[CH:30][CH:29]=2)[CH:38]=[CH:37][N:36]=1)[C:2]1[CH:3]=[CH:4][CH:5]=[CH:6][CH:7]=1. Given the reactants [CH2:1]([N:8]([C:21]1[CH:26]=[CH:25][CH:24]=[CH:23][CH:22]=1)[C:9](=[O:20])[O:10][C:11]1[CH:16]=CC([N+]([O-])=O)=CC=1)[C:2]1[CH:7]=[CH:6][CH:5]=[CH:4][CH:3]=1.[CH2:27]([N:34]1[CH:38]=[CH:37][N:36]=C1CO)[C:28]1[CH:33]=[CH:32][CH:31]=[CH:30][CH:29]=1.[H-].[Na+], predict the reaction product. (6) The product is: [C:49]([N:48]([CH2:44][C:41]1[CH:42]=[CH:43][C:38]([C:34]2[CH:35]=[CH:36][CH:37]=[C:32]([N:22]3[C:23]4[N:30]=[CH:29][C:28]([F:31])=[CH:27][C:24]=4[C:25](=[O:26])[N:20]([C@@H:17]4[CH2:18][CH2:19][C@H:14]([NH:13][C:11]([C:9]5[N:10]=[C:5]6[CH:4]=[CH:3][C:2]([F:1])=[CH:7][N:6]6[CH:8]=5)=[O:12])[CH2:15][CH2:16]4)[C:21]3=[O:46])[CH:33]=2)=[CH:39][CH:40]=1)[CH3:47])([CH3:52])([CH3:51])[CH3:50]. Given the reactants [F:1][C:2]1[CH:3]=[CH:4][C:5]2[N:6]([CH:8]=[C:9]([C:11]([NH:13][C@H:14]3[CH2:19][CH2:18][C@@H:17]([N:20]4[C:25](=[O:26])[C:24]5[CH:27]=[C:28]([F:31])[CH:29]=[N:30][C:23]=5[N:22]([C:32]5[CH:33]=[C:34]([C:38]6[CH:43]=[CH:42][C:41]([CH:44]=O)=[CH:40][CH:39]=6)[CH:35]=[CH:36][CH:37]=5)[C:21]4=[O:46])[CH2:16][CH2:15]3)=[O:12])[N:10]=2)[CH:7]=1.[CH3:47][NH:48][C:49]([CH3:52])([CH3:51])[CH3:50].C(O[BH-](OC(=O)C)OC(=O)C)(=O)C.[Na+].C(OC)(OC)OC, predict the reaction product. (7) Given the reactants B(F)(F)F.[CH:5]([C:7]1[O:11][N:10]=[C:9]([C:12]([O:14][CH2:15][CH3:16])=[O:13])[C:8]=1[CH3:17])=[O:6].[CH2:18]([Si](C)(C)C)[CH:19]=[CH2:20].C([O-])(O)=O.[Na+], predict the reaction product. The product is: [OH:6][CH:5]([C:7]1[O:11][N:10]=[C:9]([C:12]([O:14][CH2:15][CH3:16])=[O:13])[C:8]=1[CH3:17])[CH2:20][CH:19]=[CH2:18]. (8) Given the reactants [Cl:1][C:2]1[CH:7]=[CH:6][C:5]([CH:8]2[C:12]3[N:13]([CH:23]([CH3:25])[CH3:24])[C:14]([C:16]4[CH2:17][CH2:18][N:19]([CH3:22])[CH2:20][CH:21]=4)=[N:15][C:11]=3[C:10](=[O:26])[N:9]2[C:27]2[CH:28]=[C:29]([CH3:37])[C:30]3[N:31]([C:33]([CH3:36])=[N:34][N:35]=3)[CH:32]=2)=[CH:4][CH:3]=1, predict the reaction product. The product is: [Cl:1][C:2]1[CH:3]=[CH:4][C:5]([CH:8]2[C:12]3[N:13]([CH:23]([CH3:25])[CH3:24])[C:14]([CH:16]4[CH2:17][CH2:18][N:19]([CH3:22])[CH2:20][CH2:21]4)=[N:15][C:11]=3[C:10](=[O:26])[N:9]2[C:27]2[CH:28]=[C:29]([CH3:37])[C:30]3[N:31]([C:33]([CH3:36])=[N:34][N:35]=3)[CH:32]=2)=[CH:6][CH:7]=1.